This data is from Drug-target binding data from BindingDB using IC50 measurements. The task is: Regression. Given a target protein amino acid sequence and a drug SMILES string, predict the binding affinity score between them. We predict pIC50 (pIC50 = -log10(IC50 in M); higher means more potent). Dataset: bindingdb_ic50. (1) The compound is CC(Oc1cc(-n2cnc3ccccc32)sc1C(N)=O)c1ccccc1C(F)(F)F. The pIC50 is 8.0. The target protein (P53350) has sequence MSAAVTAGKLARAPADPGKAGVPGVAAPGAPAAAPPAKEIPEVLVDPRSRRRYVRGRFLGKGGFAKCFEISDADTKEVFAGKIVPKSLLLKPHQREKMSMEISIHRSLAHQHVVGFHGFFEDNDFVFVVLELCRRRSLLELHKRRKALTEPEARYYLRQIVLGCQYLHRNRVIHRDLKLGNLFLNEDLEVKIGDFGLATKVEYDGERKKTLCGTPNYIAPEVLSKKGHSFEVDVWSIGCIMYTLLVGKPPFETSCLKETYLRIKKNEYSIPKHINPVAASLIQKMLQTDPTARPTINELLNDEFFTSGYIPARLPITCLTIPPRFSIAPSSLDPSNRKPLTVLNKGLENPLPERPREKEEPVVRETGEVVDCHLSDMLQQLHSVNASKPSERGLVRQEEAEDPACIPIFWVSKWVDYSDKYGLGYQLCDNSVGVLFNDSTRLILYNDGDSLQYIERDGTESYLTVSSHPNSLMKKITLLKYFRNYMSEHLLKAGANITPR.... (2) The drug is CCc1c(-c2cc(OC)c3ncnn3c2)[nH]c2ccc(C3CCN(CC(N)=O)CC3)cc12. The target protein (Q9NR96) has sequence MGFCRSALHPLSLLVQAIMLAMTLALGTLPAFLPCELQPHGLVNCNWLFLKSVPHFSMAAPRGNVTSLSLSSNRIHHLHDSDFAHLPSLRHLNLKWNCPPVGLSPMHFPCHMTIEPSTFLAVPTLEELNLSYNNIMTVPALPKSLISLSLSHTNILMLDSASLAGLHALRFLFMDGNCYYKNPCRQALEVAPGALLGLGNLTHLSLKYNNLTVVPRNLPSSLEYLLLSYNRIVKLAPEDLANLTALRVLDVGGNCRRCDHAPNPCMECPRHFPQLHPDTFSHLSRLEGLVLKDSSLSWLNASWFRGLGNLRVLDLSENFLYKCITKTKAFQGLTQLRKLNLSFNYQKRVSFAHLSLAPSFGSLVALKELDMHGIFFRSLDETTLRPLARLPMLQTLRLQMNFINQAQLGIFRAFPGLRYVDLSDNRISGASELTATMGEADGGEKVWLQPGDLAPAPVDTPSSEDFRPNCSTLNFTLDLSRNNLVTVQPEMFAQLSHLQC.... The pIC50 is 5.5. (3) The small molecule is c1c2n[nH]c1CNCCN1CCNCc3cc(n[nH]3)CNCCN(CCNC2)CCNCc2cc([nH]n2)CNCC1. The target protein (P08294) has sequence MLALLCSCLLLAAGASDAWTGEDSAEPNSDSAEWIRDMYAKVTEIWQEVMQRRDDDGALHAACQVQPSATLDAAQPRVTGVVLFRQLAPRAKLDAFFALEGFPTEPNSSSRAIHVHQFGDLSQGCESTGPHYNPLAVPHPQHPGDFGNFAVRDGSLWRYRAGLAASLAGPHSIVGRAVVVHAGEDDLGRGGNQASVENGNAGRRLACCVVGVCGPGLWERQAREHSERKKRRRESECKAA. The pIC50 is 3.6.